From a dataset of Forward reaction prediction with 1.9M reactions from USPTO patents (1976-2016). Predict the product of the given reaction. (1) Given the reactants [F:1][C:2]1[CH:3]=[C:4]([CH:8]2[CH2:12][NH:11][CH2:10][CH:9]2[NH:13][C:14](=[O:22])[O:15][CH2:16][CH2:17][Si:18]([CH3:21])([CH3:20])[CH3:19])[CH:5]=[CH:6][CH:7]=1.[CH:23](O)=O.C=O, predict the reaction product. The product is: [F:1][C:2]1[CH:3]=[C:4]([CH:8]2[CH2:12][N:11]([CH3:23])[CH2:10][CH:9]2[NH:13][C:14](=[O:22])[O:15][CH2:16][CH2:17][Si:18]([CH3:19])([CH3:21])[CH3:20])[CH:5]=[CH:6][CH:7]=1. (2) Given the reactants C(OC([N:8]1[C:16]2[C:11](=[CH:12][C:13]([N:17](C(OC(C)(C)C)=O)[C:18]3[CH:23]=[CH:22][N:21]=[C:20]([C:24]4[CH:29]=[CH:28][CH:27]=[C:26]([CH2:30][CH2:31][C:32]([NH:34][CH:35]5[CH2:37][CH2:36]5)=[O:33])[CH:25]=4)[N:19]=3)=[CH:14][CH:15]=2)[CH:10]=[N:9]1)=O)(C)(C)C.Cl, predict the reaction product. The product is: [NH:8]1[C:16]2[C:11](=[CH:12][C:13]([NH:17][C:18]3[CH:23]=[CH:22][N:21]=[C:20]([C:24]4[CH:25]=[C:26]([CH2:30][CH2:31][C:32]([NH:34][CH:35]5[CH2:37][CH2:36]5)=[O:33])[CH:27]=[CH:28][CH:29]=4)[N:19]=3)=[CH:14][CH:15]=2)[CH:10]=[N:9]1. (3) Given the reactants [CH2:1]([NH:3][CH2:4][C:5]1[CH:10]=[CH:9][C:8]([O:11][CH3:12])=[CH:7][CH:6]=1)[CH3:2].[OH:13][C:14]1[CH:22]=[CH:21][CH:20]=[C:19]([OH:23])[C:15]=1[C:16](O)=[O:17].C1C=NC2N(O)N=NC=2C=1.C(Cl)CCl, predict the reaction product. The product is: [CH2:1]([N:3]([CH2:4][C:5]1[CH:6]=[CH:7][C:8]([O:11][CH3:12])=[CH:9][CH:10]=1)[C:16](=[O:17])[C:15]1[C:14]([OH:13])=[CH:22][CH:21]=[CH:20][C:19]=1[OH:23])[CH3:2]. (4) Given the reactants [C:1]1([CH3:38])[CH:6]=[CH:5][C:4]([C:7]2([C:31]3[CH:36]=[CH:35][C:34]([CH3:37])=[CH:33][CH:32]=3)[C:19]3[CH:18]=[C:17]([C:20]4[CH:21]=[C:22]5[C:27](=[CH:28][CH:29]=4)[CH:26]=[C:25]([OH:30])[CH:24]=[CH:23]5)[CH:16]=[CH:15][C:14]=3[C:13]3[C:8]2=[CH:9][CH:10]=[CH:11][CH:12]=3)=[CH:3][CH:2]=1.N1C=CC=CC=1.[F:45][C:46]([F:59])([F:58])[S:47](O[S:47]([C:46]([F:59])([F:58])[F:45])(=[O:49])=[O:48])(=[O:49])=[O:48], predict the reaction product. The product is: [F:45][C:46]([F:59])([F:58])[S:47]([O:30][C:25]1[CH:24]=[CH:23][C:22]2[C:27](=[CH:28][CH:29]=[C:20]([C:17]3[CH:16]=[CH:15][C:14]4[C:13]5[C:8](=[CH:9][CH:10]=[CH:11][CH:12]=5)[C:7]([C:4]5[CH:3]=[CH:2][C:1]([CH3:38])=[CH:6][CH:5]=5)([C:31]5[CH:32]=[CH:33][C:34]([CH3:37])=[CH:35][CH:36]=5)[C:19]=4[CH:18]=3)[CH:21]=2)[CH:26]=1)(=[O:49])=[O:48]. (5) Given the reactants [CH2:1]([O:3]/[CH:4]=[CH:5]\Br)[CH3:2].C([Li])(C)(C)C.Cl[Sn:13]([CH2:22][CH2:23][CH2:24][CH3:25])([CH2:18][CH2:19][CH2:20][CH3:21])[CH2:14][CH2:15][CH2:16][CH3:17].C([O-])(O)=O.[Na+], predict the reaction product. The product is: [CH2:1]([O:3]/[CH:4]=[CH:5]\[Sn:13]([CH2:18][CH2:19][CH2:20][CH3:21])([CH2:22][CH2:23][CH2:24][CH3:25])[CH2:14][CH2:15][CH2:16][CH3:17])[CH3:2]. (6) Given the reactants Br[C:2]1[CH:12]=[CH:11][C:5]([C:6]([O:8][CH2:9][CH3:10])=[O:7])=[CH:4][CH:3]=1.[C:13]([O:17][C:18]([CH3:21])([CH3:20])[CH3:19])(=[O:16])[NH:14][NH2:15].C([O-])([O-])=O.[Cs+].[Cs+], predict the reaction product. The product is: [CH2:9]([O:8][C:6]([C:5]1[CH:11]=[CH:12][C:2]([N:14]([C:13]([O:17][C:18]([CH3:21])([CH3:20])[CH3:19])=[O:16])[NH2:15])=[CH:3][CH:4]=1)=[O:7])[CH3:10]. (7) Given the reactants [CH:1]([C@@H:4]1[C:9]([O:10][CH3:11])=[N:8][CH2:7][C:6]([O:12][CH3:13])=[N:5]1)([CH3:3])[CH3:2].[Li]CCCC.[C:19]([Si:23]([O:26][C@@H:27]1[CH2:31][C@@H:30]([CH2:32]I)[CH2:29][C@H:28]1[F:34])([CH3:25])[CH3:24])([CH3:22])([CH3:21])[CH3:20], predict the reaction product. The product is: [Si:23]([O:26][C@H:27]1[C@H:28]([F:34])[CH2:29][C@H:30]([CH2:32][C@H:7]2[C:6]([O:12][CH3:13])=[N:5][C@H:4]([CH:1]([CH3:3])[CH3:2])[C:9]([O:10][CH3:11])=[N:8]2)[CH2:31]1)([C:19]([CH3:22])([CH3:21])[CH3:20])([CH3:25])[CH3:24]. (8) Given the reactants C(=O)(O)[O-].[Na+].Cl.[NH2:7][C@@H:8]1[CH2:12][N:11]([C:13]([O:15][C:16]([CH3:19])([CH3:18])[CH3:17])=[O:14])[C@H:10]([C:20]([O:22][CH3:23])=[O:21])[CH2:9]1.NC1CNC(C(OC)=O)C1.[C:34](Cl)(=[O:41])[C:35]1[CH:40]=[CH:39][CH:38]=[CH:37][CH:36]=1, predict the reaction product. The product is: [C:34]([NH:7][C@@H:8]1[CH2:12][N:11]([C:13]([O:15][C:16]([CH3:17])([CH3:18])[CH3:19])=[O:14])[C@H:10]([C:20]([O:22][CH3:23])=[O:21])[CH2:9]1)(=[O:41])[C:35]1[CH:40]=[CH:39][CH:38]=[CH:37][CH:36]=1. (9) Given the reactants [Br:1][C:2]1[C:7](=[O:8])[N:6]([CH2:9][C:10]([NH:12][CH2:13][C@@H:14]2[CH2:18][CH2:17][N:16](C(OC(C)(C)C)=O)[CH2:15]2)=[O:11])[N:5]=[CH:4][C:3]=1[NH:26][C@@H:27]1[CH2:32][C@@H:31]2[CH2:33][C@@H:29]([C:30]2([CH3:35])[CH3:34])[C@H:28]1[CH3:36].FC(F)(F)C(O)=O.C(OCC)(=O)C, predict the reaction product. The product is: [Br:1][C:2]1[C:7](=[O:8])[N:6]([CH2:9][C:10]([NH:12][CH2:13][C@H:14]2[CH2:18][CH2:17][NH:16][CH2:15]2)=[O:11])[N:5]=[CH:4][C:3]=1[NH:26][C@@H:27]1[CH2:32][C@@H:31]2[CH2:33][C@@H:29]([C:30]2([CH3:35])[CH3:34])[C@H:28]1[CH3:36].